From a dataset of Forward reaction prediction with 1.9M reactions from USPTO patents (1976-2016). Predict the product of the given reaction. Given the reactants [BH4-].[Li+].[N:3]1([C:8]2[N:9]=[C:10]([N:28]3[CH2:33][CH2:32][O:31][CH2:30][CH2:29]3)[C:11]3[N:17]=[C:16]([C:18](OC)=[O:19])[CH:15]=[C:14]([N:22]4[CH2:27][CH2:26][O:25][CH2:24][CH2:23]4)[C:12]=3[N:13]=2)[CH:7]=[CH:6][N:5]=[CH:4]1, predict the reaction product. The product is: [N:3]1([C:8]2[N:9]=[C:10]([N:28]3[CH2:29][CH2:30][O:31][CH2:32][CH2:33]3)[C:11]3[N:17]=[C:16]([CH2:18][OH:19])[CH:15]=[C:14]([N:22]4[CH2:27][CH2:26][O:25][CH2:24][CH2:23]4)[C:12]=3[N:13]=2)[CH:7]=[CH:6][N:5]=[CH:4]1.